Dataset: Peptide-MHC class I binding affinity with 185,985 pairs from IEDB/IMGT. Task: Regression. Given a peptide amino acid sequence and an MHC pseudo amino acid sequence, predict their binding affinity value. This is MHC class I binding data. (1) The MHC is Mamu-B01 with pseudo-sequence Mamu-B01. The peptide sequence is KDQAQLNAW. The binding affinity (normalized) is 0. (2) The peptide sequence is MMILPAALAF. The MHC is HLA-A23:01 with pseudo-sequence HLA-A23:01. The binding affinity (normalized) is 0.558. (3) The peptide sequence is RRYDKLMSF. The MHC is HLA-B08:02 with pseudo-sequence HLA-B08:02. The binding affinity (normalized) is 0.0847.